From a dataset of Forward reaction prediction with 1.9M reactions from USPTO patents (1976-2016). Predict the product of the given reaction. (1) Given the reactants [Mg].Br[C:3]1[C:8]([CH:9]([CH3:11])[CH3:10])=[CH:7][C:6]([CH:12]([CH3:14])[CH3:13])=[CH:5][C:4]=1[CH:15]([CH3:17])[CH3:16].F[C:19]1[CH:24]=[C:23]([O:25][CH3:26])[CH:22]=[CH:21][C:20]=1[CH3:27].[Li]CCCC.[CH3:33][CH2:34][CH2:35][CH2:36][CH2:37][CH3:38].[I:39]I, predict the reaction product. The product is: [I:39][C:24]1[C:23]([O:25][CH3:26])=[CH:22][CH:21]=[C:20]([CH3:27])[C:19]=1[C:3]1[C:8]([CH:9]([CH3:11])[CH3:10])=[CH:7][C:6]([CH:12]([CH3:14])[CH3:13])=[C:5]([C:35]2[CH:34]=[CH:33][CH:38]=[CH:37][CH:36]=2)[C:4]=1[CH:15]([CH3:17])[CH3:16]. (2) Given the reactants [Br:1][C:2]1[CH:8]=[CH:7][C:5]([OH:6])=[CH:4][C:3]=1O.[C:10](=[O:13])([O-])[O-].[K+].[K+].[CH2:16](Br)[C:17]1[CH:22]=[CH:21][CH:20]=[CH:19][CH:18]=1.O, predict the reaction product. The product is: [Br:1][C:2]1[CH:8]=[CH:7][C:5]([O:6][CH2:16][C:17]2[CH:22]=[CH:21][CH:20]=[CH:19][CH:18]=2)=[CH:4][C:3]=1[O:13][CH2:10][C:2]1[CH:8]=[CH:7][CH:5]=[CH:4][CH:3]=1. (3) Given the reactants [CH:1]([C:4]1[C:9]([C:10]([O:12]CC)=[O:11])=[CH:8][N:7]=[C:6]([S:15][CH3:16])[N:5]=1)([CH3:3])[CH3:2].[OH-].[Na+], predict the reaction product. The product is: [CH:1]([C:4]1[C:9]([C:10]([OH:12])=[O:11])=[CH:8][N:7]=[C:6]([S:15][CH3:16])[N:5]=1)([CH3:3])[CH3:2]. (4) Given the reactants Cl[C:2]1[C:11]2[C:6](=[CH:7][CH:8]=[C:9]([NH:12][S:13]([CH3:16])(=[O:15])=[O:14])[CH:10]=2)[CH:5]=[N:4][CH:3]=1.[CH3:17][C:18]([OH:39])([CH3:38])[CH2:19][N:20]1[CH:28]=[C:27]2[C:22]([CH:23]=[CH:24][C:25](B3OC(C)(C)C(C)(C)O3)=[CH:26]2)=[N:21]1.[O-]P([O-])([O-])=O.[K+].[K+].[K+], predict the reaction product. The product is: [OH:39][C:18]([CH3:38])([CH3:17])[CH2:19][N:20]1[CH:28]=[C:27]2[C:22]([CH:23]=[CH:24][C:25]([C:2]3[C:11]4[C:6](=[CH:7][CH:8]=[C:9]([NH:12][S:13]([CH3:16])(=[O:15])=[O:14])[CH:10]=4)[CH:5]=[N:4][CH:3]=3)=[CH:26]2)=[N:21]1. (5) Given the reactants [C-:1]#[N:2].[Na+].[CH3:4][NH:5][C:6](=[O:15])[C:7]1[CH:12]=[CH:11][C:10]([NH2:13])=[CH:9][C:8]=1[F:14].[C:16]1(=O)[CH2:19][CH2:18][CH2:17]1, predict the reaction product. The product is: [CH3:4][NH:5][C:6](=[O:15])[C:7]1[CH:12]=[CH:11][C:10]([NH:13][C:16]2([C:1]#[N:2])[CH2:19][CH2:18][CH2:17]2)=[CH:9][C:8]=1[F:14]. (6) The product is: [NH2:9][C:3]1[N:4]=[CH:5][N:6]=[C:7]([O:17][C:13]2[CH:12]=[C:11]([NH:10][C:43](=[O:46])[CH:44]=[CH2:45])[CH:16]=[CH:15][CH:14]=2)[C:2]=1[C:26]1[CH:27]=[N:28][N:29]([CH2:31][C:32]2[CH:37]=[CH:36][CH:35]=[C:34]([C:38]([F:40])([F:41])[F:39])[CH:33]=2)[CH:30]=1. Given the reactants Cl[C:2]1[C:3]([NH2:9])=[N:4][CH:5]=[N:6][C:7]=1Cl.[NH2:10][C:11]1[CH:12]=[C:13]([OH:17])[CH:14]=[CH:15][CH:16]=1.CC1(C)C(C)(C)OB([C:26]2[CH:27]=[N:28][N:29]([CH2:31][C:32]3[CH:37]=[CH:36][CH:35]=[C:34]([C:38]([F:41])([F:40])[F:39])[CH:33]=3)[CH:30]=2)O1.[C:43](Cl)(=[O:46])[CH:44]=[CH2:45], predict the reaction product. (7) Given the reactants Cl[C:2]1[N:7]=[CH:6][C:5]([C:8]2[N:12]3[N:13]=[CH:14][CH:15]=[C:16]([N:17]4[CH2:22][CH2:21][O:20][CH2:19][CH2:18]4)[C:11]3=[N:10][C:9]=2/[CH:23]=[CH:24]/[C:25]2[CH:34]=[CH:33][C:32]3[C:27](=[CH:28][CH:29]=[CH:30][CH:31]=3)[N:26]=2)=[CH:4][CH:3]=1.[N:35]1[N:36]=[C:37]([SH:40])[NH:38][CH:39]=1.CC(C)([O-])C.[K+].O, predict the reaction product. The product is: [N:35]1[N:36]=[C:37]([S:40][C:2]2[N:7]=[CH:6][C:5]([C:8]3[N:12]4[N:13]=[CH:14][CH:15]=[C:16]([N:17]5[CH2:22][CH2:21][O:20][CH2:19][CH2:18]5)[C:11]4=[N:10][C:9]=3/[CH:23]=[CH:24]/[C:25]3[CH:34]=[CH:33][C:32]4[C:27](=[CH:28][CH:29]=[CH:30][CH:31]=4)[N:26]=3)=[CH:4][CH:3]=2)[NH:38][CH:39]=1. (8) Given the reactants [Br:1][C:2]1[C:3](=[O:22])[C:4]([C:19]([OH:21])=O)=[CH:5][N:6]([CH:9]([C:11]2[CH:16]=[CH:15][C:14]([C:17]#[N:18])=[CH:13][CH:12]=2)[CH3:10])[C:7]=1[CH3:8].[CH3:23][N:24](C(ON1N=NC2C=CC=CC1=2)=[N+](C)C)C.F[P-](F)(F)(F)(F)F.CCN(C(C)C)C(C)C.CN, predict the reaction product. The product is: [CH3:23][NH:24][C:19]([C:4]1[C:3](=[O:22])[C:2]([Br:1])=[C:7]([CH3:8])[N:6]([CH:9]([C:11]2[CH:12]=[CH:13][C:14]([C:17]#[N:18])=[CH:15][CH:16]=2)[CH3:10])[CH:5]=1)=[O:21]. (9) Given the reactants [CH3:1][N:2]1[CH2:7][CH2:6][CH:5]([N:8]2[C:17]3[C:12](=[CH:13][C:14]([N+:18]([O-])=O)=[CH:15][CH:16]=3)[CH2:11][CH2:10][C:9]2=[O:21])[CH2:4][CH2:3]1.[H][H], predict the reaction product. The product is: [NH2:18][C:14]1[CH:13]=[C:12]2[C:17](=[CH:16][CH:15]=1)[N:8]([CH:5]1[CH2:4][CH2:3][N:2]([CH3:1])[CH2:7][CH2:6]1)[C:9](=[O:21])[CH2:10][CH2:11]2. (10) Given the reactants C([O:3][C:4](=[O:36])[C:5]([O:8][C:9]1[CH:14]=[CH:13][C:12]([O:15][CH2:16][C:17]2[C:18]([CH:33]3[CH2:35][CH2:34]3)=[N:19][C:20]([C:23]3[CH:28]=[CH:27][C:26]([C:29]([F:32])([F:31])[F:30])=[CH:25][CH:24]=3)=[N:21][CH:22]=2)=[CH:11][CH:10]=1)([CH3:7])[CH3:6])C.[Li+].[OH-], predict the reaction product. The product is: [CH:33]1([C:18]2[C:17]([CH2:16][O:15][C:12]3[CH:13]=[CH:14][C:9]([O:8][C:5]([CH3:7])([CH3:6])[C:4]([OH:36])=[O:3])=[CH:10][CH:11]=3)=[CH:22][N:21]=[C:20]([C:23]3[CH:28]=[CH:27][C:26]([C:29]([F:31])([F:32])[F:30])=[CH:25][CH:24]=3)[N:19]=2)[CH2:35][CH2:34]1.